From a dataset of Peptide-MHC class I binding affinity with 185,985 pairs from IEDB/IMGT. Regression. Given a peptide amino acid sequence and an MHC pseudo amino acid sequence, predict their binding affinity value. This is MHC class I binding data. (1) The peptide sequence is YSIPATLLV. The MHC is HLA-A01:01 with pseudo-sequence HLA-A01:01. The binding affinity (normalized) is 0.367. (2) The peptide sequence is LPCRIKQII. The MHC is HLA-A30:02 with pseudo-sequence HLA-A30:02. The binding affinity (normalized) is 0. (3) The peptide sequence is RNPYENLLYK. The MHC is HLA-A11:01 with pseudo-sequence HLA-A11:01. The binding affinity (normalized) is 0.404. (4) The peptide sequence is LGIPHPAGL. The MHC is Mamu-B52 with pseudo-sequence Mamu-B52. The binding affinity (normalized) is 0.491. (5) The peptide sequence is PLTNQRYRV. The MHC is HLA-A80:01 with pseudo-sequence HLA-A80:01. The binding affinity (normalized) is 0.0847. (6) The peptide sequence is RQNAAIEAL. The MHC is HLA-A29:02 with pseudo-sequence HLA-A29:02. The binding affinity (normalized) is 0.0847.